Dataset: Forward reaction prediction with 1.9M reactions from USPTO patents (1976-2016). Task: Predict the product of the given reaction. (1) Given the reactants [S:1]1[CH2:7][C:5](=[O:6])[NH:4][C:2]1=[S:3].[F:8][C:9]1[CH:16]=[C:13]([CH:14]=O)[C:12]([OH:17])=[CH:11][CH:10]=1, predict the reaction product. The product is: [F:8][C:9]1[CH:10]=[CH:11][C:12]([OH:17])=[C:13]([CH:16]=1)/[CH:14]=[C:7]1/[C:5](=[O:6])[NH:4][C:2](=[S:3])[S:1]/1. (2) Given the reactants ClC1C=C(N[N:10]=[C:11]([C:14]#[N:15])[C:12]#[N:13])C=C(Cl)C=1.[Cl:16][C:17]1[CH:18]=[C:19]([CH:21]=[C:22]([Cl:24])[CH:23]=1)[NH2:20].C(#N)CC#N.O.[NH2:31][NH2:32], predict the reaction product. The product is: [Cl:16][C:17]1[CH:18]=[C:19]([NH:20][N:10]=[C:11]2[C:12]([NH2:13])=[N:32][N:31]=[C:14]2[NH2:15])[CH:21]=[C:22]([Cl:24])[CH:23]=1. (3) Given the reactants [CH3:1][O:2][C:3](=[O:28])[C:4]1[CH:9]=[C:8]([C:10](=[O:26])[C:11]2[CH:16]=[CH:15][C:14]([N:17]([C:19]3[CH:24]=[CH:23][C:22]([Cl:25])=[CH:21][CH:20]=3)[CH3:18])=[CH:13][CH:12]=2)[CH:7]=[C:6]([NH2:27])[CH:5]=1.[Cl:29][C:30]1[CH:38]=[C:37]([Cl:39])[CH:36]=[CH:35][C:31]=1[C:32](Cl)=[O:33].C1(C)C=CC=CC=1, predict the reaction product. The product is: [CH3:1][O:2][C:3](=[O:28])[C:4]1[CH:5]=[C:6]([NH:27][C:32](=[O:33])[C:31]2[CH:35]=[CH:36][C:37]([Cl:39])=[CH:38][C:30]=2[Cl:29])[CH:7]=[C:8]([C:10](=[O:26])[C:11]2[CH:16]=[CH:15][C:14]([N:17]([C:19]3[CH:24]=[CH:23][C:22]([Cl:25])=[CH:21][CH:20]=3)[CH3:18])=[CH:13][CH:12]=2)[CH:9]=1. (4) Given the reactants Br[C:2]1[N:11]=[C:10]([C:12]([NH:14][CH2:15][C:16]2[CH:21]=[CH:20][C:19]([F:22])=[CH:18][CH:17]=2)=[O:13])[C:9]([OH:23])=[C:8]2[C:3]=1[CH:4]=[CH:5][CH:6]=[N:7]2.[CH3:24][S:25]([N:28]1[CH2:34][CH2:33][S:32](=[O:36])(=[O:35])[NH:31][CH2:30][CH2:29]1)(=[O:27])=[O:26], predict the reaction product. The product is: [F:22][C:19]1[CH:20]=[CH:21][C:16]([CH2:15][NH:14][C:12]([C:10]2[C:9]([OH:23])=[C:8]3[C:3]([CH:4]=[CH:5][CH:6]=[N:7]3)=[C:2]([N:31]3[CH2:30][CH2:29][N:28]([S:25]([CH3:24])(=[O:26])=[O:27])[CH2:34][CH2:33][S:32]3(=[O:36])=[O:35])[N:11]=2)=[O:13])=[CH:17][CH:18]=1. (5) Given the reactants [F:1][C:2]1[CH:3]=[C:4]([N+:9]([O-:11])=[O:10])[CH:5]=[CH:6][C:7]=1F.[CH:12]([NH2:15])([CH3:14])[CH3:13], predict the reaction product. The product is: [F:1][C:2]1[CH:3]=[C:4]([N+:9]([O-:11])=[O:10])[CH:5]=[CH:6][C:7]=1[NH:15][CH:12]([CH3:14])[CH3:13].